From a dataset of Catalyst prediction with 721,799 reactions and 888 catalyst types from USPTO. Predict which catalyst facilitates the given reaction. (1) The catalyst class is: 7. Reactant: [OH:1][CH2:2][CH2:3][O:4][C:5]1[C:9]([C:10]2[CH:15]=[CH:14][C:13]([CH3:16])=[CH:12][CH:11]=2)=[C:8]([NH:17][S:18]([C:21]2[CH:26]=[CH:25][CH:24]=[CH:23][N:22]=2)(=[O:20])=[O:19])[N:7]([CH3:27])[N:6]=1.[H-].[Na+].[Cl:30][C:31]1[CH:32]=[N:33][C:34](S(C)(=O)=O)=[N:35][CH:36]=1.O. Product: [Cl:30][C:31]1[CH:32]=[N:33][C:34]([O:1][CH2:2][CH2:3][O:4][C:5]2[C:9]([C:10]3[CH:11]=[CH:12][C:13]([CH3:16])=[CH:14][CH:15]=3)=[C:8]([NH:17][S:18]([C:21]3[CH:26]=[CH:25][CH:24]=[CH:23][N:22]=3)(=[O:19])=[O:20])[N:7]([CH3:27])[N:6]=2)=[N:35][CH:36]=1. (2) Reactant: [CH3:1][O:2][CH:3]([CH:5]1[CH2:9][CH2:8][CH2:7][N:6]1[CH2:10][C:11]1[CH:16]=[CH:15][C:14]([N+:17]([O-])=O)=[CH:13][CH:12]=1)[CH3:4].C.O.NN. Product: [CH3:1][O:2][CH:3]([CH:5]1[CH2:9][CH2:8][CH2:7][N:6]1[CH2:10][C:11]1[CH:16]=[CH:15][C:14]([NH2:17])=[CH:13][CH:12]=1)[CH3:4]. The catalyst class is: 5.